Dataset: Reaction yield outcomes from USPTO patents with 853,638 reactions. Task: Predict the reaction yield, written as a fraction of the theoretical maximum amount of product (1.0 means a 100% yield; for example, 0.34 means a 34% yield). (1) The reactants are [BH4-].[Na+].[N:3]1[C:12]2[C:7](=[CH:8][C:9]([CH2:13][N:14]3[C:18]4=[N:19][C:20]([C:23]5[CH:24]=[C:25]([CH:28]=[CH:29][CH:30]=5)[CH:26]=[O:27])=[CH:21][CH:22]=[C:17]4[N:16]=[N:15]3)=[CH:10][CH:11]=2)[CH:6]=[CH:5][CH:4]=1. The catalyst is CO. The product is [N:3]1[C:12]2[C:7](=[CH:8][C:9]([CH2:13][N:14]3[C:18]4=[N:19][C:20]([C:23]5[CH:24]=[C:25]([CH2:26][OH:27])[CH:28]=[CH:29][CH:30]=5)=[CH:21][CH:22]=[C:17]4[N:16]=[N:15]3)=[CH:10][CH:11]=2)[CH:6]=[CH:5][CH:4]=1. The yield is 0.240. (2) The reactants are [C:1]1([CH3:7])[CH:6]=[CH:5][CH:4]=[CH:3][CH:2]=1.Br[C:9]1[C:14]([N:15]2[CH2:20][CH2:19][N:18]([C:21]3[CH:26]=[CH:25][C:24]([O:27][CH3:28])=[CH:23][CH:22]=3)[CH2:17][CH2:16]2)=[CH:13][CH:12]=[C:11]([O:29][CH3:30])[N:10]=1.CC1C=CC(B(O)O)=CC=1.C(=O)([O-])[O-].[Na+].[Na+]. The catalyst is C1C=CC([P]([Pd]([P](C2C=CC=CC=2)(C2C=CC=CC=2)C2C=CC=CC=2)([P](C2C=CC=CC=2)(C2C=CC=CC=2)C2C=CC=CC=2)[P](C2C=CC=CC=2)(C2C=CC=CC=2)C2C=CC=CC=2)(C2C=CC=CC=2)C2C=CC=CC=2)=CC=1.O.C(O)C. The product is [CH3:30][O:29][C:11]1[N:10]=[C:9]([C:4]2[CH:5]=[CH:6][C:1]([CH3:7])=[CH:2][CH:3]=2)[C:14]([N:15]2[CH2:20][CH2:19][N:18]([C:21]3[CH:26]=[CH:25][C:24]([O:27][CH3:28])=[CH:23][CH:22]=3)[CH2:17][CH2:16]2)=[CH:13][CH:12]=1. The yield is 0.830. (3) The reactants are [CH3:1][C:2]1([CH3:16])[C:6]([CH3:8])([CH3:7])[O:5][B:4]([C:9]2[CH:10]=[C:11]([CH:13]=[CH:14][CH:15]=2)[NH2:12])[O:3]1.CCN(C(C)C)C(C)C.[C:26](Cl)(=[O:29])[CH:27]=[CH2:28]. The catalyst is C(Cl)Cl. The product is [CH3:8][C:6]1([CH3:7])[C:2]([CH3:16])([CH3:1])[O:3][B:4]([C:9]2[CH:10]=[C:11]([NH:12][C:26](=[O:29])[CH:27]=[CH2:28])[CH:13]=[CH:14][CH:15]=2)[O:5]1. The yield is 0.780.